From a dataset of Catalyst prediction with 721,799 reactions and 888 catalyst types from USPTO. Predict which catalyst facilitates the given reaction. Reactant: O.[C:2]1(C)C=CC(S(O)(=O)=O)=C[CH:3]=1.C[O:14][CH:15](OC)[C:16]1[C:40]([O:41][CH2:42]OC)=[C:39]([C:45]([F:48])([F:47])[F:46])[CH:38]=[CH:37][C:17]=1[CH2:18][O:19][C:20]1[CH:25]=[CH:24][C:23]([C:26]2[CH:31]=[CH:30][C:29]([CH2:32][C:33]([O:35][CH3:36])=[O:34])=[CH:28][CH:27]=2)=[CH:22][CH:21]=1.C(=O)([O-])[O-].[K+].[K+].C(Br)C=C. Product: [CH2:42]([O:41][C:40]1[C:16]([CH:15]=[O:14])=[C:17]([CH:37]=[CH:38][C:39]=1[C:45]([F:46])([F:47])[F:48])[CH2:18][O:19][C:20]1[CH:21]=[CH:22][C:23]([C:26]2[CH:27]=[CH:28][C:29]([CH2:32][C:33]([O:35][CH3:36])=[O:34])=[CH:30][CH:31]=2)=[CH:24][CH:25]=1)[CH:2]=[CH2:3]. The catalyst class is: 95.